Dataset: Catalyst prediction with 721,799 reactions and 888 catalyst types from USPTO. Task: Predict which catalyst facilitates the given reaction. Reactant: Cl[C:2]1[N:7]=[C:6]([C:8]2[C:9]([C:14]3[CH:19]=[CH:18][C:17]([F:20])=[C:16]([CH3:21])[CH:15]=3)=[N:10][CH:11]=[CH:12][CH:13]=2)[CH:5]=[CH:4][N:3]=1.[NH3:22].O1CCOCC1. The catalyst class is: 6. Product: [F:20][C:17]1[CH:18]=[CH:19][C:14]([C:9]2[C:8]([C:6]3[CH:5]=[CH:4][N:3]=[C:2]([NH2:22])[N:7]=3)=[CH:13][CH:12]=[CH:11][N:10]=2)=[CH:15][C:16]=1[CH3:21].